Task: Predict which catalyst facilitates the given reaction.. Dataset: Catalyst prediction with 721,799 reactions and 888 catalyst types from USPTO (1) Reactant: [Cl:1][C:2]1[CH:10]=[CH:9][CH:8]=[C:7]2[C:3]=1[CH2:4][CH2:5][CH:6]2[NH2:11].Cl[CH2:13][CH2:14][N:15]=[C:16]=[S:17]. Product: [Cl:1][C:2]1[CH:10]=[CH:9][CH:8]=[C:7]2[C:3]=1[CH2:4][CH2:5][CH:6]2[NH:11][C:16]1[S:17][CH2:13][CH2:14][N:15]=1. The catalyst class is: 27. (2) Reactant: [Br:1][C:2]1[CH:3]=[C:4]([CH:8]=[CH:9][CH:10]=1)[C:5](O)=[O:6].CN(C=O)C.C(Cl)(=O)C([Cl:19])=O. Product: [Br:1][C:2]1[CH:3]=[C:4]([CH:8]=[CH:9][CH:10]=1)[C:5]([Cl:19])=[O:6]. The catalyst class is: 2. (3) Reactant: Cl.CN(C)[CH2:4][CH2:5][C:6]([C:8]1[CH:13]=[CH:12][C:11]([C:14]([F:17])([F:16])[F:15])=[CH:10][CH:9]=1)=O.[CH3:19][O:20][C:21](=[O:26])/[CH:22]=[C:23](\[NH2:25])/[CH3:24]. Product: [CH3:19][O:20][C:21](=[O:26])[C:22]1[CH:4]=[CH:5][C:6]([C:8]2[CH:9]=[CH:10][C:11]([C:14]([F:15])([F:16])[F:17])=[CH:12][CH:13]=2)=[N:25][C:23]=1[CH3:24]. The catalyst class is: 52. (4) The catalyst class is: 3. Reactant: [CH2:1]([O:3][C:4]([N:6]1[CH2:11][CH2:10][C@H:9]([C:12]2[CH:13]=[C:14]([C:18]3[CH:23]=[CH:22][CH:21]=[CH:20][CH:19]=3)[CH:15]=[CH:16][CH:17]=2)[C@@H:8]([OH:24])[CH2:7]1)=[O:5])[CH3:2].[H-].[Na+].Br[CH2:28][C:29]1[CH:34]=[CH:33][C:32]([CH3:35])=[CH:31][C:30]=1[O:36][CH2:37][CH2:38][CH2:39][O:40][CH3:41].O. Product: [CH2:1]([O:3][C:4]([N:6]1[CH2:11][CH2:10][C@H:9]([C:12]2[CH:13]=[C:14]([C:18]3[CH:19]=[CH:20][CH:21]=[CH:22][CH:23]=3)[CH:15]=[CH:16][CH:17]=2)[C@@H:8]([O:24][CH2:28][C:29]2[CH:34]=[CH:33][C:32]([CH3:35])=[CH:31][C:30]=2[O:36][CH2:37][CH2:38][CH2:39][O:40][CH3:41])[CH2:7]1)=[O:5])[CH3:2]. (5) Reactant: [Cl:1][C:2]1[NH:3][CH:4]=[C:5]([N+:7]([O-:9])=[O:8])[N:6]=1.[N:10]([CH2:13][CH:14]1[O:18][C:17](=[O:19])[N:16]([CH2:20][C:21]2([CH3:24])[CH2:23][O:22]2)[CH2:15]1)=[N+:11]=[N-:12].C([O-])(=O)C.[Na+]. Product: [N:10]([CH2:13][CH:14]1[O:18][C:17](=[O:19])[N:16]([CH2:20][C:21]([OH:22])([CH3:23])[CH2:24][N:3]2[CH:4]=[C:5]([N+:7]([O-:9])=[O:8])[N:6]=[C:2]2[Cl:1])[CH2:15]1)=[N+:11]=[N-:12]. The catalyst class is: 8. (6) Reactant: [Cl:1][C:2]1[C:3]([CH3:24])=[C:4]([N:10]2[CH2:14][CH:13]3[C@@H:15](CS([O-])(=O)=O)[CH2:16][CH2:17][N:12]3[C:11]2=[O:23])[CH:5]=[CH:6][C:7]=1[C:8]#[N:9].[N-:25]=[N+:26]=[N-:27].[Na+]. Product: [Cl:1][C:2]1[C:3]([CH3:24])=[C:4]([N:10]2[CH2:14][C@@H:13]3[C@H:15]([N:25]=[N+:26]=[N-:27])[CH2:16][CH2:17][N:12]3[C:11]2=[O:23])[CH:5]=[CH:6][C:7]=1[C:8]#[N:9]. The catalyst class is: 3. (7) Reactant: [Cl:1][C:2]1[CH:3]=[C:4]([CH:8]([CH:12]2[CH2:17][CH2:16][CH2:15][CH2:14][CH:13]2[OH:18])[C:9]([OH:11])=O)[CH:5]=[CH:6][CH:7]=1.N1(C(OC(C)(C)C)=O)CCNCC1.C(N(CC)CC)C. Product: [Cl:1][C:2]1[CH:3]=[C:4]([CH:8]2[CH:12]3[CH2:17][CH2:16][CH2:15][CH2:14][CH:13]3[O:18][C:9]2=[O:11])[CH:5]=[CH:6][CH:7]=1. The catalyst class is: 2.